Dataset: HIV replication inhibition screening data with 41,000+ compounds from the AIDS Antiviral Screen. Task: Binary Classification. Given a drug SMILES string, predict its activity (active/inactive) in a high-throughput screening assay against a specified biological target. The drug is O=C(NC(C(F)(F)F)(C(F)(F)F)P(=O)(Cc1ccccc1)Cc1ccccc1)C(C(F)(F)F)C(F)(F)F. The result is 0 (inactive).